The task is: Predict the product of the given reaction.. This data is from Forward reaction prediction with 1.9M reactions from USPTO patents (1976-2016). (1) The product is: [CH3:1][NH:2][C:10]1[N:15]=[CH:14][C:13]2[N:16]=[CH:17][N:18]([CH3:19])[C:12]=2[CH:11]=1. Given the reactants [CH3:1][N:2]([C:10]1[N:15]=[CH:14][C:13]2[N:16]=[CH:17][N:18]([CH3:19])[C:12]=2[CH:11]=1)C(=O)OC(C)(C)C.Cl.O1CCOCC1, predict the reaction product. (2) Given the reactants C(OC([N:8]1[CH2:13][CH2:12][CH:11]([N:14]2[CH2:18][CH2:17][CH2:16][C@H:15]2[CH2:19][O:20][C:21](=[O:28])[C:22]2[CH:27]=[CH:26][CH:25]=[CH:24][CH:23]=2)[CH2:10][CH2:9]1)=O)(C)(C)C.C(O)(C(F)(F)F)=O.C(=O)([O-])[O-].[Na+].[Na+], predict the reaction product. The product is: [NH:8]1[CH2:13][CH2:12][CH:11]([N:14]2[CH2:18][CH2:17][CH2:16][C@H:15]2[CH2:19][O:20][C:21](=[O:28])[C:22]2[CH:23]=[CH:24][CH:25]=[CH:26][CH:27]=2)[CH2:10][CH2:9]1. (3) The product is: [CH:29]1([CH2:35][NH:28][C:19]2[CH:20]=[C:21]([C:24]([F:25])([F:27])[F:26])[CH:22]=[CH:23][C:18]=2[C:14]2[CH:13]=[C:12]([O:11][C:8]3[CH:9]=[C:10]4[C:5]([CH:4]=[CH:3][CH:2]=[N:1]4)=[CH:6][CH:7]=3)[N:17]=[CH:16][N:15]=2)[CH2:34][CH2:33][CH2:32][CH2:31][CH2:30]1. Given the reactants [N:1]1[C:10]2[C:5](=[CH:6][CH:7]=[C:8]([O:11][C:12]3[N:17]=[CH:16][N:15]=[C:14]([C:18]4[CH:23]=[CH:22][C:21]([C:24]([F:27])([F:26])[F:25])=[CH:20][C:19]=4[NH2:28])[CH:13]=3)[CH:9]=2)[CH:4]=[CH:3][CH:2]=1.[CH:29]1([CH:35]=O)[CH2:34][CH2:33][CH2:32][CH2:31][CH2:30]1.[BH-](OC(C)=O)(OC(C)=O)OC(C)=O.[Na+], predict the reaction product. (4) Given the reactants [Cl:1][C:2]1[CH:21]=[CH:20][C:5]([O:6][C:7]2[CH:12]=[CH:11][C:10]([C:13](=[O:15])[CH3:14])=[C:9]([C:16]([F:19])([F:18])[F:17])[CH:8]=2)=[CH:4][CH:3]=1.[OH-].[K+].[CH3:24][S+](C)C.COS([O-])(=O)=O.[Na+].[Cl-], predict the reaction product. The product is: [Cl:1][C:2]1[CH:3]=[CH:4][C:5]([O:6][C:7]2[CH:12]=[CH:11][C:10]([C:13]3([CH3:24])[CH2:14][O:15]3)=[C:9]([C:16]([F:17])([F:18])[F:19])[CH:8]=2)=[CH:20][CH:21]=1. (5) The product is: [C:13]([CH2:27][CH2:28][CH2:29][CH2:30][CH2:31][CH2:32][CH2:33][CH2:34][CH2:35][CH2:36][CH2:37][OH:38])([C:16]([C:19]([C:22]([F:25])([F:24])[F:23])([F:21])[F:20])([F:18])[F:17])([F:15])[F:14]. Given the reactants CC(N=NC(C#N)(C)C)(C#N)C.[C:13](I)([C:16]([C:19]([C:22]([F:25])([F:24])[F:23])([F:21])[F:20])([F:18])[F:17])([F:15])[F:14].[CH2:27]=[CH:28][CH2:29][CH2:30][CH2:31][CH2:32][CH2:33][CH2:34][CH2:35][CH2:36][CH2:37][OH:38], predict the reaction product. (6) Given the reactants [C:1]([C:5]1[CH:10]=[CH:9][C:8]([S:11]([N:14]([CH2:24][C:25](O)=[O:26])[C:15]2[CH:20]=[CH:19][CH:18]=[C:17]([N:21]([CH3:23])[CH3:22])[CH:16]=2)(=[O:13])=[O:12])=[CH:7][CH:6]=1)([CH3:4])([CH3:3])[CH3:2].[CH:28]1([NH:31][CH2:32][C:33]2[CH:38]=[CH:37][CH:36]=[C:35]([O:39][CH3:40])[CH:34]=2)[CH2:30][CH2:29]1, predict the reaction product. The product is: [C:1]([C:5]1[CH:6]=[CH:7][C:8]([S:11]([N:14]([C:15]2[CH:20]=[CH:19][CH:18]=[C:17]([N:21]([CH3:22])[CH3:23])[CH:16]=2)[CH2:24][C:25]([N:31]([CH:28]2[CH2:30][CH2:29]2)[CH2:32][C:33]2[CH:38]=[CH:37][CH:36]=[C:35]([O:39][CH3:40])[CH:34]=2)=[O:26])(=[O:13])=[O:12])=[CH:9][CH:10]=1)([CH3:2])([CH3:4])[CH3:3].